From a dataset of Reaction yield outcomes from USPTO patents with 853,638 reactions. Predict the reaction yield, written as a fraction of the theoretical maximum amount of product (1.0 means a 100% yield; for example, 0.34 means a 34% yield). (1) The reactants are [C:1]([O:5][C:6](=[O:23])[NH:7][CH:8]1[CH2:13][CH2:12][N:11]([C:14]2[C:19]([CH:20]=O)=[C:18]([NH2:22])[N:17]=[CH:16][N:15]=2)[CH2:10][CH2:9]1)([CH3:4])([CH3:3])[CH3:2].Cl.[CH3:25][O:26][NH2:27]. The catalyst is CO. The product is [C:1]([O:5][C:6](=[O:23])[NH:7][CH:8]1[CH2:9][CH2:10][N:11]([C:14]2[C:19]([CH:20]=[N:27][O:26][CH3:25])=[C:18]([NH2:22])[N:17]=[CH:16][N:15]=2)[CH2:12][CH2:13]1)([CH3:4])([CH3:2])[CH3:3]. The yield is 0.720. (2) The reactants are [CH2:1]([NH2:8])[C:2]1[CH:7]=[CH:6][CH:5]=[CH:4][CH:3]=1.C(N(CC)C(C)C)(C)C.Br[C:19]1[N:23]([CH2:24][C:25]([CH3:28])([OH:27])[CH3:26])[N:22]=[C:21]([Br:29])[N:20]=1. The catalyst is O1CCOCC1.CC(N(C)C)=O.CCOC(C)=O. The product is [CH2:1]([NH:8][C:19]1[N:23]([CH2:24][C:25]([CH3:26])([OH:27])[CH3:28])[N:22]=[C:21]([Br:29])[N:20]=1)[C:2]1[CH:7]=[CH:6][CH:5]=[CH:4][CH:3]=1. The yield is 0.930. (3) The reactants are [NH2:1][C@@H:2]([CH2:35][C:36]1[CH:41]=[CH:40][CH:39]=[CH:38][CH:37]=1)[CH2:3][C@H:4]([OH:34])[C@@H:5]([N:19]([CH2:27][C:28]1[CH:33]=[CH:32][CH:31]=[CH:30][CH:29]=1)[CH2:20][C:21]1[CH:26]=[CH:25][CH:24]=[CH:23][CH:22]=1)[CH2:6][C:7]1[CH:12]=[CH:11][C:10]([C:13]2[CH:18]=[CH:17][CH:16]=[CH:15][N:14]=2)=[CH:9][CH:8]=1.C([O-])([O-])=O.[K+].[K+].[C:48](O[C:48]([O:50][C:51]([CH3:54])([CH3:53])[CH3:52])=[O:49])([O:50][C:51]([CH3:54])([CH3:53])[CH3:52])=[O:49]. The catalyst is COC(C)(C)C. The product is [CH2:35]([C@H:2]([NH:1][C:48](=[O:49])[O:50][C:51]([CH3:54])([CH3:53])[CH3:52])[CH2:3][C@H:4]([OH:34])[C@@H:5]([N:19]([CH2:20][C:21]1[CH:22]=[CH:23][CH:24]=[CH:25][CH:26]=1)[CH2:27][C:28]1[CH:29]=[CH:30][CH:31]=[CH:32][CH:33]=1)[CH2:6][C:7]1[CH:8]=[CH:9][C:10]([C:13]2[CH:18]=[CH:17][CH:16]=[CH:15][N:14]=2)=[CH:11][CH:12]=1)[C:36]1[CH:41]=[CH:40][CH:39]=[CH:38][CH:37]=1. The yield is 0.430. (4) The reactants are [CH2:1]([C:3]1[CH:8]=[CH:7][CH:6]=[C:5]([CH2:9][CH3:10])[C:4]=1[NH:11][C:12]([C:14]1[C:18]2[CH2:19][CH2:20][C:21]3[CH:22]=[N:23][C:24]([NH:27][C:28]4[CH:40]=[CH:39][C:31]([C:32]([O:34]C(C)(C)C)=[O:33])=[CH:30][C:29]=4[O:41][CH3:42])=[N:25][C:26]=3[C:17]=2[N:16]([CH3:43])[N:15]=1)=[O:13])[CH3:2].O. The catalyst is CN(C)C=O.FC(F)(F)C(O)=O. The product is [CH2:9]([C:5]1[CH:6]=[CH:7][CH:8]=[C:3]([CH2:1][CH3:2])[C:4]=1[NH:11][C:12]([C:14]1[C:18]2[CH2:19][CH2:20][C:21]3[CH:22]=[N:23][C:24]([NH:27][C:28]4[CH:40]=[CH:39][C:31]([C:32]([OH:34])=[O:33])=[CH:30][C:29]=4[O:41][CH3:42])=[N:25][C:26]=3[C:17]=2[N:16]([CH3:43])[N:15]=1)=[O:13])[CH3:10]. The yield is 1.00. (5) The reactants are [CH2:1]([NH2:8])[CH2:2][CH2:3][CH2:4][CH2:5][CH2:6][CH3:7].[CH:9]1[CH:13]=[C:12]([CH2:14]O)[O:11][CH:10]=1.C(O)(C)C. The catalyst is O. The product is [CH2:1]([NH:8][CH2:14][C:12]1[O:11][CH:10]=[CH:9][CH:13]=1)[CH2:2][CH2:3][CH2:4][CH2:5][CH2:6][CH3:7]. The yield is 0.810. (6) The reactants are C(OC(=O)[NH:7][CH2:8][C:9]([N:11]1[CH2:16][C@H:15]2[CH2:17][C@@H:12]1[CH2:13][N:14]2[CH2:18][C:19]1[CH:24]=[CH:23][C:22]([O:25][C:26]2[S:27][C:28]3[CH:34]=[CH:33][CH:32]=[CH:31][C:29]=3[N:30]=2)=[CH:21][CH:20]=1)=[O:10])(C)(C)C.Cl. The catalyst is C(Cl)Cl. The product is [NH2:7][CH2:8][C:9]([N:11]1[CH2:16][C@H:15]2[CH2:17][C@@H:12]1[CH2:13][N:14]2[CH2:18][C:19]1[CH:24]=[CH:23][C:22]([O:25][C:26]2[S:27][C:28]3[CH:34]=[CH:33][CH:32]=[CH:31][C:29]=3[N:30]=2)=[CH:21][CH:20]=1)=[O:10]. The yield is 0.380. (7) The yield is 0.630. No catalyst specified. The reactants are [CH2:1]([N:5]1[C:14]2[C:9](=[N:10][CH:11]=[C:12]([CH2:15][C:16]3[CH:21]=[CH:20][C:19]([F:22])=[CH:18][CH:17]=3)[CH:13]=2)[C:8]([OH:23])=[C:7]([C:24](OCC)=[O:25])[C:6]1=[O:29])[CH2:2][CH2:3][CH3:4].[NH2:30][CH2:31][C@H:32]([OH:34])[CH3:33]. The product is [CH2:1]([N:5]1[C:14]2[C:9](=[N:10][CH:11]=[C:12]([CH2:15][C:16]3[CH:21]=[CH:20][C:19]([F:22])=[CH:18][CH:17]=3)[CH:13]=2)[C:8]([OH:23])=[C:7]([C:24]([NH:30][CH2:31][C@H:32]([OH:34])[CH3:33])=[O:25])[C:6]1=[O:29])[CH2:2][CH2:3][CH3:4].